From a dataset of NCI-60 drug combinations with 297,098 pairs across 59 cell lines. Regression. Given two drug SMILES strings and cell line genomic features, predict the synergy score measuring deviation from expected non-interaction effect. (1) Drug 1: COCCOC1=C(C=C2C(=C1)C(=NC=N2)NC3=CC=CC(=C3)C#C)OCCOC.Cl. Drug 2: B(C(CC(C)C)NC(=O)C(CC1=CC=CC=C1)NC(=O)C2=NC=CN=C2)(O)O. Cell line: MCF7. Synergy scores: CSS=27.0, Synergy_ZIP=16.7, Synergy_Bliss=25.2, Synergy_Loewe=23.7, Synergy_HSA=24.3. (2) Drug 1: CCC1(CC2CC(C3=C(CCN(C2)C1)C4=CC=CC=C4N3)(C5=C(C=C6C(=C5)C78CCN9C7C(C=CC9)(C(C(C8N6C=O)(C(=O)OC)O)OC(=O)C)CC)OC)C(=O)OC)O.OS(=O)(=O)O. Drug 2: C1=NC(=NC(=O)N1C2C(C(C(O2)CO)O)O)N. Cell line: HCC-2998. Synergy scores: CSS=23.8, Synergy_ZIP=2.77, Synergy_Bliss=4.21, Synergy_Loewe=-17.2, Synergy_HSA=3.18.